Dataset: Forward reaction prediction with 1.9M reactions from USPTO patents (1976-2016). Task: Predict the product of the given reaction. (1) Given the reactants [CH3:1][C:2]1[CH:7]=[CH:6][C:5]([CH:8]([C:19]2[CH:24]=[CH:23][C:22]([CH3:25])=[CH:21][CH:20]=2)[C:9]2[S:13][C:12]([C:14]([O:16]CC)=[O:15])=[CH:11][CH:10]=2)=[CH:4][CH:3]=1, predict the reaction product. The product is: [CH3:25][C:22]1[CH:21]=[CH:20][C:19]([CH:8]([C:5]2[CH:4]=[CH:3][C:2]([CH3:1])=[CH:7][CH:6]=2)[C:9]2[S:13][C:12]([C:14]([OH:16])=[O:15])=[CH:11][CH:10]=2)=[CH:24][CH:23]=1. (2) Given the reactants C(O[C:6](=[O:17])[NH:7][CH2:8][C:9]1[C:10]([NH2:16])=[N:11][C:12]([CH3:15])=[N:13][CH:14]=1)(C)(C)C.[C:18]([OH:39])(=O)[CH2:19][CH2:20][CH2:21]/[CH:22]=[CH:23]\[CH2:24]/[CH:25]=[CH:26]\[CH2:27]/[CH:28]=[CH:29]\[CH2:30]/[CH:31]=[CH:32]\[CH2:33]/[CH:34]=[CH:35]\[CH2:36][CH3:37].C(Cl)CCl.[CH:44]1[CH:45]=[CH:46]C2N(O)N=[N:50][C:48]=2[CH:49]=1.C(N(CC)CC)C, predict the reaction product. The product is: [C:18]([NH:16][C:10]1[C:9]([CH2:8][NH:7][C:6](=[O:17])[C:45]2[CH:44]=[CH:49][CH:48]=[N:50][CH:46]=2)=[CH:14][N:13]=[C:12]([CH3:15])[N:11]=1)(=[O:39])[CH2:19][CH2:20][CH2:21]/[CH:22]=[CH:23]\[CH2:24]/[CH:25]=[CH:26]\[CH2:27]/[CH:28]=[CH:29]\[CH2:30]/[CH:31]=[CH:32]\[CH2:33]/[CH:34]=[CH:35]\[CH2:36][CH3:37]. (3) Given the reactants Br[C:2]1[S:6][C:5]([C:7]2[N:11]3[N:12]=[C:13]([CH3:21])[CH:14]=[C:15]([CH:16]([CH2:19][CH3:20])[CH2:17][CH3:18])[C:10]3=[N:9][C:8]=2[CH3:22])=[C:4]([CH3:23])[CH:3]=1.C1COCC1.C([Li])CCC.CON(C)[C:37](=[O:44])[C:38]1[CH:43]=[CH:42][CH:41]=[CH:40][CH:39]=1, predict the reaction product. The product is: [CH2:17]([CH:16]([C:15]1[C:10]2[N:11]([C:7]([C:5]3[S:6][C:2]([C:37]([C:38]4[CH:43]=[CH:42][CH:41]=[CH:40][CH:39]=4)=[O:44])=[CH:3][C:4]=3[CH3:23])=[C:8]([CH3:22])[N:9]=2)[N:12]=[C:13]([CH3:21])[CH:14]=1)[CH2:19][CH3:20])[CH3:18]. (4) Given the reactants [F:1][C:2]([F:7])([F:6])[C:3]([OH:5])=[O:4].[CH2:8]([S:10]([N:13]1[CH2:18][CH2:17][CH:16]([C:19]2[C:27]3[C:22](=[C:23]([C:43]([NH2:45])=[O:44])[CH:24]=[C:25]([C:28]4[CH:33]=[C:32]([CH2:34][NH:35][CH2:36][C@@H:37]5CCCO5)[CH:31]=[C:30]([F:42])[CH:29]=4)[CH:26]=3)[NH:21][CH:20]=2)[CH2:15][CH2:14]1)(=[O:12])=[O:11])[CH3:9].O1[CH2:50][CH2:49][CH2:48][C@H]1CN, predict the reaction product. The product is: [F:1][C:2]([F:7])([F:6])[C:3]([OH:5])=[O:4].[CH2:8]([S:10]([N:13]1[CH2:14][CH2:15][CH:16]([C:19]2[C:27]3[C:22](=[C:23]([C:43]([NH2:45])=[O:44])[CH:24]=[C:25]([C:28]4[CH:33]=[C:32]([CH2:34][NH:35][C@@H:36]([CH3:37])[C:49]([CH3:48])([CH3:50])[CH3:2])[CH:31]=[C:30]([F:42])[CH:29]=4)[CH:26]=3)[NH:21][CH:20]=2)[CH2:17][CH2:18]1)(=[O:11])=[O:12])[CH3:9]. (5) Given the reactants [CH:1]1([NH:6][C:7]2[N:12]=[C:11]([C:13]3[N:17]4[CH:18]=[CH:19][CH:20]=[C:21]([N:22]=CN(C)C)[C:16]4=[N:15][C:14]=3[C:27]3[CH:32]=[CH:31][C:30]([F:33])=[CH:29][CH:28]=3)[CH:10]=[CH:9][N:8]=2)[CH2:5][CH2:4][CH2:3][CH2:2]1.[OH-].[Na+], predict the reaction product. The product is: [CH:1]1([NH:6][C:7]2[N:12]=[C:11]([C:13]3[N:17]4[CH:18]=[CH:19][CH:20]=[C:21]([NH2:22])[C:16]4=[N:15][C:14]=3[C:27]3[CH:28]=[CH:29][C:30]([F:33])=[CH:31][CH:32]=3)[CH:10]=[CH:9][N:8]=2)[CH2:5][CH2:4][CH2:3][CH2:2]1. (6) Given the reactants [CH3:1][O:2][CH2:3][CH2:4][NH:5][CH3:6].C(N(CC)CC)C.C(O[CH2:18][C:19]1[S:23][C:22]([NH:24][C:25]([C:27]2[CH:28]=[C:29]([Cl:44])[C:30]([N:33]3[CH2:38][CH2:37][CH:36]([C:39]([O:41][CH2:42][CH3:43])=[O:40])[CH2:35][CH2:34]3)=[N:31][CH:32]=2)=[O:26])=[N:21][C:20]=1[C:45]1[S:46][CH:47]=[C:48]([Cl:50])[CH:49]=1)(=O)C, predict the reaction product. The product is: [Cl:44][C:29]1[C:30]([N:33]2[CH2:34][CH2:35][CH:36]([C:39]([O:41][CH2:42][CH3:43])=[O:40])[CH2:37][CH2:38]2)=[N:31][CH:32]=[C:27]([C:25](=[O:26])[NH:24][C:22]2[S:23][C:19]([CH2:18][N:5]([CH2:4][CH2:3][O:2][CH3:1])[CH3:6])=[C:20]([C:45]3[S:46][CH:47]=[C:48]([Cl:50])[CH:49]=3)[N:21]=2)[CH:28]=1. (7) Given the reactants [C:1]([O:5][C:6]([N:8]1[CH2:13][CH2:12][C@@H:11]([OH:14])[CH2:10][C@H:9]1[C:15]([OH:17])=O)=[O:7])([CH3:4])([CH3:3])[CH3:2].C(Cl)CCl.C1C=CC2N(O)N=NC=2C=1.[C@H:32]1([NH2:42])[C:41]2[C:36](=[CH:37][CH:38]=[CH:39][CH:40]=2)[CH2:35][CH2:34][CH2:33]1.C(N(C(C)C)C(C)C)C.C([O-])(O)=O.[Na+], predict the reaction product. The product is: [OH:14][C@@H:11]1[CH2:12][CH2:13][N:8]([C:6]([O:5][C:1]([CH3:2])([CH3:3])[CH3:4])=[O:7])[C@H:9]([C:15](=[O:17])[NH:42][C@H:32]2[C:41]3[C:36](=[CH:37][CH:38]=[CH:39][CH:40]=3)[CH2:35][CH2:34][CH2:33]2)[CH2:10]1.